This data is from Full USPTO retrosynthesis dataset with 1.9M reactions from patents (1976-2016). The task is: Predict the reactants needed to synthesize the given product. (1) Given the product [CH3:18][C:19]1[C:27]2[C:22](=[CH:23][CH:24]=[C:25]([C:2]3[CH:3]=[C:4]([NH:8][C@H:9]([C:12]4[CH:17]=[CH:16][CH:15]=[CH:14][CH:13]=4)[CH2:10][OH:11])[CH:5]=[N:6][CH:7]=3)[CH:26]=2)[NH:21][N:20]=1, predict the reactants needed to synthesize it. The reactants are: Br[C:2]1[CH:3]=[C:4]([NH:8][C@H:9]([C:12]2[CH:17]=[CH:16][CH:15]=[CH:14][CH:13]=2)[CH2:10][OH:11])[CH:5]=[N:6][CH:7]=1.[CH3:18][C:19]1[C:27]2[C:22](=[CH:23][CH:24]=[C:25](B3OC(C)(C)C(C)(C)O3)[CH:26]=2)[NH:21][N:20]=1.C(=O)([O-])[O-].[K+].[K+]. (2) Given the product [Br:1][C:2]1[C:3]2[N:10]=[CH:11][NH:9][C:4]=2[CH:5]=[C:6]([Cl:8])[CH:7]=1, predict the reactants needed to synthesize it. The reactants are: [Br:1][C:2]1[CH:7]=[C:6]([Cl:8])[CH:5]=[C:4]([NH2:9])[C:3]=1[NH2:10].[C:11]([O-])([O-])=O.[Na+].[Na+]. (3) Given the product [CH3:1][O:2][C:3]([C:5]1[C:13]2[N:12]=[C:11]([NH:14][C:20]([NH:22][C:26]3[N:25]=[CH:24][C:23]4[C:33]([CH:34]=3)=[CH:32][CH:31]=[CH:30][CH:29]=4)=[O:21])[NH:10][C:9]=2[CH:8]=[CH:7][CH:6]=1)=[O:4], predict the reactants needed to synthesize it. The reactants are: [CH3:1][O:2][C:3]([C:5]1[C:13]2[NH:12][C:11]([NH2:14])=[N:10][C:9]=2[CH:8]=[CH:7][CH:6]=1)=[O:4].C1N=CN([C:20]([N:22]2[CH:26]=[N:25][CH:24]=[CH:23]2)=[O:21])C=1.C1C2[C:31](=[CH:32][CH:33]=[CH:34]C=2)[CH:30]=[C:29](N)N=1.O. (4) Given the product [Br:1][C:2]1[S:3][C:4]2[C:10]([OH:11])=[C:9]([C@H:19]([O:25][C:26]([CH3:29])([CH3:28])[CH3:27])[C:20]([O:22][CH2:23][CH3:24])=[O:21])[C:8]([CH3:30])=[CH:7][C:5]=2[N:6]=1, predict the reactants needed to synthesize it. The reactants are: [Br:1][C:2]1[S:3][C:4]2[C:10]([O:11]S(C(F)(F)F)(=O)=O)=[C:9]([C@H:19]([O:25][C:26]([CH3:29])([CH3:28])[CH3:27])[C:20]([O:22][CH2:23][CH3:24])=[O:21])[C:8]([CH3:30])=[CH:7][C:5]=2[N:6]=1.CCCC[N+](CCCC)(CCCC)CCCC.[F-]. (5) Given the product [NH:1]([C:9]([NH:1][C:2]1[CH:7]=[CH:6][CH:5]=[CH:4][CH:3]=1)=[CH:10][C:11]([C:13]1[C:14]([Cl:20])=[N:15][C:16]([Cl:19])=[CH:17][CH:18]=1)=[O:12])[C:2]1[CH:7]=[CH:6][CH:5]=[CH:4][CH:3]=1, predict the reactants needed to synthesize it. The reactants are: [NH2:1][C:2]1[CH:7]=[CH:6][CH:5]=[CH:4][CH:3]=1.Cl[C:9](Cl)=[CH:10][C:11]([C:13]1[C:14]([Cl:20])=[N:15][C:16]([Cl:19])=[CH:17][CH:18]=1)=[O:12]. (6) Given the product [Si:1]([O:8][CH2:9][C@@H:10]([N:14]=[CH:17][C:18]([F:21])([F:20])[F:19])[CH2:11][CH2:12][CH3:13])([C:4]([CH3:7])([CH3:6])[CH3:5])([CH3:3])[CH3:2], predict the reactants needed to synthesize it. The reactants are: [Si:1]([O:8][CH2:9][C@@H:10]([NH2:14])[CH2:11][CH2:12][CH3:13])([C:4]([CH3:7])([CH3:6])[CH3:5])([CH3:3])[CH3:2].CO[CH:17](O)[C:18]([F:21])([F:20])[F:19]. (7) Given the product [CH2:1]([O:8][C:9]([N:11]([CH2:32][C:33]([N:35]1[CH2:39][C@@H:38]([F:40])[CH2:37][C@H:36]1[C:41]#[N:42])=[O:34])[C:12]12[CH2:17][CH2:16][C:15]([C:20]([NH:43][CH2:44][CH2:45][OH:46])=[O:21])([CH2:18][CH2:19]1)[CH2:14][CH2:13]2)=[O:10])[C:2]1[CH:7]=[CH:6][CH:5]=[CH:4][CH:3]=1, predict the reactants needed to synthesize it. The reactants are: [CH2:1]([O:8][C:9]([N:11]([CH2:32][C:33]([N:35]1[CH2:39][C@@H:38]([F:40])[CH2:37][C@H:36]1[C:41]#[N:42])=[O:34])[C:12]12[CH2:19][CH2:18][C:15]([C:20](ON3C4C=CC=CC=4N=N3)=[O:21])([CH2:16][CH2:17]1)[CH2:14][CH2:13]2)=[O:10])[C:2]1[CH:7]=[CH:6][CH:5]=[CH:4][CH:3]=1.[NH2:43][CH2:44][CH2:45][OH:46]. (8) Given the product [CH2:10]([N:17]1[CH2:21][CH2:20][C:19]([CH:5]([CH3:7])[CH3:6])([OH:22])[CH2:18]1)[C:11]1[CH:12]=[CH:13][CH:14]=[CH:15][CH:16]=1, predict the reactants needed to synthesize it. The reactants are: [Cl-].[Ce+3].[Cl-].[Cl-].[CH:5]([Mg]Cl)([CH3:7])[CH3:6].[CH2:10]([N:17]1[CH2:21][CH2:20][C:19](=[O:22])[CH2:18]1)[C:11]1[CH:16]=[CH:15][CH:14]=[CH:13][CH:12]=1.[NH4+].[Cl-].